Dataset: Reaction yield outcomes from USPTO patents with 853,638 reactions. Task: Predict the reaction yield, written as a fraction of the theoretical maximum amount of product (1.0 means a 100% yield; for example, 0.34 means a 34% yield). The reactants are C1C2C(COC([NH:18][CH:19]([CH2:23][CH2:24][CH2:25][CH2:26][N:27]([CH2:54][C:55]3[N:56]([CH2:60][C:61]([N:63]([CH2:72][C:73]([O:75][C:76]([CH3:79])([CH3:78])[CH3:77])=[O:74])[CH2:64][C:65](=[O:71])[O:66][C:67]([CH3:70])([CH3:69])[CH3:68])=[O:62])[CH:57]=[CH:58][N:59]=3)[CH2:28][C:29]3[N:30]([CH2:34][C:35](=[O:53])[N:36]([CH2:45][C:46](=[O:52])[O:47][C:48]([CH3:51])([CH3:50])[CH3:49])[CH2:37][C:38](=[O:44])[O:39][C:40]([CH3:43])([CH3:42])[CH3:41])[CH:31]=[CH:32][N:33]=3)[C:20]([OH:22])=[O:21])=O)C3C(=CC=CC=3)C=2C=CC=1.N1CCCCC1. The catalyst is CN(C=O)C. The product is [NH2:18][C@@H:19]([CH2:23][CH2:24][CH2:25][CH2:26][N:27]([CH2:28][C:29]1[N:30]([CH2:34][C:35]([N:36]([CH2:37][C:38]([O:39][C:40]([CH3:43])([CH3:42])[CH3:41])=[O:44])[CH2:45][C:46](=[O:52])[O:47][C:48]([CH3:51])([CH3:50])[CH3:49])=[O:53])[CH:31]=[CH:32][N:33]=1)[CH2:54][C:55]1[N:56]([CH2:60][C:61](=[O:62])[N:63]([CH2:72][C:73](=[O:74])[O:75][C:76]([CH3:79])([CH3:78])[CH3:77])[CH2:64][C:65](=[O:71])[O:66][C:67]([CH3:69])([CH3:68])[CH3:70])[CH:57]=[CH:58][N:59]=1)[C:20]([OH:22])=[O:21]. The yield is 0.790.